Task: Predict the product of the given reaction.. Dataset: Forward reaction prediction with 1.9M reactions from USPTO patents (1976-2016) (1) Given the reactants [N:1]1[N:2]([C:6]2[CH:11]=[CH:10][CH:9]=[CH:8][C:7]=2[C:12]([N:14]2[CH2:19][C@H:18]([C:20]3[O:21][C:22]([C:28]4[CH:33]=[CH:32][CH:31]=[CH:30][CH:29]=4)=[C:23]([CH2:25][CH2:26]O)[N:24]=3)[CH2:17][CH2:16][C@H:15]2[CH3:34])=[O:13])[N:3]=[CH:4][CH:5]=1.CCN(S(F)(F)[F:41])CC, predict the reaction product. The product is: [N:1]1[N:2]([C:6]2[CH:11]=[CH:10][CH:9]=[CH:8][C:7]=2[C:12]([N:14]2[CH2:19][C@H:18]([C:20]3[O:21][C:22]([C:28]4[CH:33]=[CH:32][CH:31]=[CH:30][CH:29]=4)=[C:23]([CH2:25][CH2:26][F:41])[N:24]=3)[CH2:17][CH2:16][C@H:15]2[CH3:34])=[O:13])[N:3]=[CH:4][CH:5]=1. (2) Given the reactants Cl.[NH2:2][C:3]1[CH:24]=[CH:23][C:6]([O:7][C:8]2[CH:13]=[CH:12][N:11]=[C:10]([NH:14][CH2:15][CH2:16][N:17]3[CH2:22][CH2:21][O:20][CH2:19][CH2:18]3)[CH:9]=2)=[C:5]([F:25])[CH:4]=1.NC1N=CN=C(OC2C=CC(NC(NC(=O)CC3C=CC(F)=CC=3)=S)=CC=2F)C=1.CN(C(ON1N=NC2C=CC=CC1=2)=[N+](C)C)C.[B-](F)(F)(F)F.CCN(C(C)C)C(C)C.COC1C=CC(CNC2N=C(OC3C=CC(N[C:108](=[O:120])[CH2:109][C:110]([NH:112][C:113]4[CH:118]=[CH:117][C:116]([F:119])=[CH:115][CH:114]=4)=[O:111])=CC=3F)C=CN=2)=CC=1, predict the reaction product. The product is: [F:25][C:5]1[CH:4]=[C:3]([NH:2][C:108](=[O:120])[CH2:109][C:110]([NH:112][C:113]2[CH:118]=[CH:117][C:116]([F:119])=[CH:115][CH:114]=2)=[O:111])[CH:24]=[CH:23][C:6]=1[O:7][C:8]1[CH:13]=[CH:12][N:11]=[C:10]([NH:14][CH2:15][CH2:16][N:17]2[CH2:22][CH2:21][O:20][CH2:19][CH2:18]2)[CH:9]=1. (3) Given the reactants [CH:1]1([C:4]2[CH:9]=[CH:8][C:7]([C@@H:10]([NH:13][S@](C(C)(C)C)=O)[CH2:11][CH3:12])=[CH:6][CH:5]=2)[CH2:3][CH2:2]1.CCOC(C)=O, predict the reaction product. The product is: [CH:1]1([C:4]2[CH:5]=[CH:6][C:7]([C@@H:10]([NH2:13])[CH2:11][CH3:12])=[CH:8][CH:9]=2)[CH2:3][CH2:2]1. (4) Given the reactants CS(O)(=O)=O.[N:6]1[CH:11]=[CH:10][CH:9]=[CH:8][C:7]=1[CH2:12][O:13][C:14]1[CH:19]=[CH:18][C:17]([C:20]2([C:27]3[CH:39]=[CH:38][C:30]([C:31]([NH:33][NH:34][C:35](=[S:37])[NH2:36])=O)=[CH:29][CH:28]=3)[CH2:25][CH:24]3[CH2:26][CH:21]2[CH2:22][CH2:23]3)=[CH:16][CH:15]=1.C(=O)(O)[O-].[Na+], predict the reaction product. The product is: [N:6]1[CH:11]=[CH:10][CH:9]=[CH:8][C:7]=1[CH2:12][O:13][C:14]1[CH:19]=[CH:18][C:17]([C:20]2([C:27]3[CH:39]=[CH:38][C:30]([C:31]4[S:37][C:35]([NH2:36])=[N:34][N:33]=4)=[CH:29][CH:28]=3)[CH2:25][CH:24]3[CH2:26][CH:21]2[CH2:22][CH2:23]3)=[CH:16][CH:15]=1. (5) Given the reactants [Cl:1][C:2]1[C:7]([C:8]([F:11])([F:10])[F:9])=[CH:6][CH:5]=[CH:4][C:3]=1[C:12]([N:14]1[CH:19]=[CH:18][C:17]2[N:20]([C:23]3[CH:28]=[CH:27][CH:26]=[C:25]([CH3:29])[N:24]=3)[N:21]=[N:22][C:16]=2[CH:15]1[CH3:30])=[O:13].ClC1C(C(F)(F)F)=CC=CC=1C(N1C=CC2N(C3C(C)=CC(C)=CN=3)N=NC=2C1C)=O.C1COCC1, predict the reaction product. The product is: [Cl:1][C:2]1[C:7]([C:8]([F:9])([F:10])[F:11])=[CH:6][CH:5]=[CH:4][C:3]=1[C:12]([N:14]1[CH2:19][CH2:18][C:17]2[N:20]([C:23]3[CH:28]=[CH:27][CH:26]=[C:25]([CH3:29])[N:24]=3)[N:21]=[N:22][C:16]=2[CH:15]1[CH3:30])=[O:13]. (6) Given the reactants N#N.C[O:4][C:5]([CH:7]1[CH2:12][CH2:11][CH:10]([CH:13]=[CH2:14])[CH2:9][CH2:8]1)=O.[H-].COCCO[Al+]OCCOC.[Na+].[H-].[OH-].[Na+], predict the reaction product. The product is: [CH:13]([CH:10]1[CH2:11][CH2:12][CH:7]([CH2:5][OH:4])[CH2:8][CH2:9]1)=[CH2:14].